Dataset: Orexin1 receptor HTS with 218,158 compounds and 233 confirmed actives. Task: Binary Classification. Given a drug SMILES string, predict its activity (active/inactive) in a high-throughput screening assay against a specified biological target. (1) The compound is S(c1nc2c(cc1C)cccc2C)CC(=O)Nc1noc(c1)C. The result is 0 (inactive). (2) The compound is Clc1c(C2NC(=O)N(C(=C2C(OCCOCC)=O)C)C)cccc1. The result is 0 (inactive). (3) The molecule is O=C(NC1CC1)c1c(NC(=O)CN(Cc2ccc(N(C)C)cc2)C)cccc1. The result is 0 (inactive).